From a dataset of Reaction yield outcomes from USPTO patents with 853,638 reactions. Predict the reaction yield, written as a fraction of the theoretical maximum amount of product (1.0 means a 100% yield; for example, 0.34 means a 34% yield). The reactants are [CH3:1][NH:2][C:3]1[N:8]=[C:7]([CH2:9][O:10][CH2:11][C:12]2[CH:24]=[CH:23][C:15]([CH2:16][C@@H:17]([C:19]([O:21]C)=[O:20])[NH2:18])=[CH:14][CH:13]=2)[CH:6]=[CH:5][CH:4]=1.C(N(CC)CC)C.Cl[C:33]1[C:34]([Cl:42])=[C:35]([CH:39]=[CH:40][CH:41]=1)[C:36](Cl)=[O:37].[Li+].[OH-].C(Cl)[Cl:46]. The catalyst is O. The product is [Cl:46][C:39]1[CH:40]=[CH:41][CH:33]=[C:34]([Cl:42])[C:35]=1[C:36]([NH:18][C@H:17]([C:19]([OH:21])=[O:20])[CH2:16][C:15]1[CH:23]=[CH:24][C:12]([CH2:11][O:10][CH2:9][C:7]2[CH:6]=[CH:5][CH:4]=[C:3]([NH:2][CH3:1])[N:8]=2)=[CH:13][CH:14]=1)=[O:37]. The yield is 0.400.